Task: Predict the reaction yield, written as a fraction of the theoretical maximum amount of product (1.0 means a 100% yield; for example, 0.34 means a 34% yield).. Dataset: Reaction yield outcomes from USPTO patents with 853,638 reactions The reactants are [Cl-].CS(C)=O.[F:6][C:7]1[CH:12]=[CH:11][C:10]([CH2:13][N:14]2[CH2:19][CH2:18][CH:17]([CH2:20][OH:21])[CH2:16][CH2:15]2)=[CH:9][CH:8]=1.CCN(CC)CC. The catalyst is C(Cl)Cl.O. The product is [F:6][C:7]1[CH:12]=[CH:11][C:10]([CH2:13][N:14]2[CH2:19][CH2:18][CH:17]([CH:20]=[O:21])[CH2:16][CH2:15]2)=[CH:9][CH:8]=1. The yield is 0.790.